This data is from Forward reaction prediction with 1.9M reactions from USPTO patents (1976-2016). The task is: Predict the product of the given reaction. (1) Given the reactants [OH-].[K+].[CH2:3]([O:5][C@@H:6]([CH2:10][C:11]1[CH:16]=[CH:15][C:14]([O:17][CH2:18][C:19](=[O:29])[NH:20][CH2:21][CH2:22][C:23]2[CH:28]=[CH:27][CH:26]=[CH:25][CH:24]=2)=[CH:13][CH:12]=1)[C:7]([OH:9])=[O:8])[CH3:4].Br[CH2:31][CH2:32][CH2:33][CH2:34][CH2:35][CH3:36].C(OC(C)C)(C)C, predict the reaction product. The product is: [CH2:3]([O:5][C@@H:6]([CH2:10][C:11]1[CH:16]=[CH:15][C:14]([O:17][CH2:18][C:19]([N:20]([CH2:31][CH2:32][CH2:33][CH2:34][CH2:35][CH3:36])[CH2:21][CH2:22][C:23]2[CH:28]=[CH:27][CH:26]=[CH:25][CH:24]=2)=[O:29])=[CH:13][CH:12]=1)[C:7]([OH:9])=[O:8])[CH3:4]. (2) Given the reactants [CH3:1][O:2][C:3](=[O:17])[CH2:4][C:5]1[C:9]2[C:10]([CH3:16])=[CH:11][C:12]([OH:15])=[C:13]([CH3:14])[C:8]=2[O:7][CH:6]=1.C([O-])([O-])=O.[K+].[K+].[Cl:24][C:25]1[CH:32]=[C:31]([Cl:33])[CH:30]=[CH:29][C:26]=1[CH2:27]Cl, predict the reaction product. The product is: [CH3:1][O:2][C:3](=[O:17])[CH2:4][C:5]1[C:9]2[C:10]([CH3:16])=[CH:11][C:12]([O:15][CH2:27][C:26]3[CH:29]=[CH:30][C:31]([Cl:33])=[CH:32][C:25]=3[Cl:24])=[C:13]([CH3:14])[C:8]=2[O:7][CH:6]=1. (3) Given the reactants C[O:2][C:3]([C:5]1[N:6]=[N:7][N:8]([C:10]2[CH:15]=[CH:14][C:13]([CH3:16])=[C:12]([C:17](=[O:34])[C:18]3[CH:23]=[CH:22][C:21]([NH:24][C:25]4[CH:30]=[CH:29][C:28]([F:31])=[CH:27][C:26]=4[F:32])=[CH:20][C:19]=3[Cl:33])[CH:11]=2)[CH:9]=1)=[O:4].O.[Li+].[OH-].CCOC(C)=O, predict the reaction product. The product is: [Cl:33][C:19]1[CH:20]=[C:21]([NH:24][C:25]2[CH:30]=[CH:29][C:28]([F:31])=[CH:27][C:26]=2[F:32])[CH:22]=[CH:23][C:18]=1[C:17]([C:12]1[CH:11]=[C:10]([N:8]2[CH:9]=[C:5]([C:3]([OH:4])=[O:2])[N:6]=[N:7]2)[CH:15]=[CH:14][C:13]=1[CH3:16])=[O:34]. (4) Given the reactants [C:1]([C:4]1[C:9]([C:10]2[CH:15]=[CH:14][CH:13]=[C:12]([F:16])[CH:11]=2)=[C:8]([N:17]2[CH2:21][CH2:20][CH2:19][C:18]2=[O:22])[C:7]([CH3:23])=[C:6]([Cl:24])[CH:5]=1)(=O)[CH3:2].C([O-])(=O)C.[NH4+].C([BH3-])#[N:31].[Na+], predict the reaction product. The product is: [NH2:31][CH:1]([C:4]1[C:9]([C:10]2[CH:15]=[CH:14][CH:13]=[C:12]([F:16])[CH:11]=2)=[C:8]([N:17]2[CH2:21][CH2:20][CH2:19][C:18]2=[O:22])[C:7]([CH3:23])=[C:6]([Cl:24])[CH:5]=1)[CH3:2]. (5) Given the reactants [C:1]([N:4]1[C:13]2[C:8](=[CH:9][C:10]([C:17]3[CH:22]=[CH:21][C:20]([S:23]([CH3:26])(=[O:25])=[O:24])=[CH:19][CH:18]=3)=[C:11]([N+:14]([O-])=O)[CH:12]=2)[N:7]([C:27]([O:29][CH:30]([CH3:32])[CH3:31])=[O:28])[CH2:6][C@@H:5]1[CH3:33])(=[O:3])[CH3:2], predict the reaction product. The product is: [C:1]([N:4]1[C:13]2[C:8](=[CH:9][C:10]([C:17]3[CH:18]=[CH:19][C:20]([S:23]([CH3:26])(=[O:25])=[O:24])=[CH:21][CH:22]=3)=[C:11]([NH2:14])[CH:12]=2)[N:7]([C:27]([O:29][CH:30]([CH3:32])[CH3:31])=[O:28])[CH2:6][C@@H:5]1[CH3:33])(=[O:3])[CH3:2]. (6) Given the reactants C[Si](C[Li])(C)C.[Li].ClC[Si](C)(C)C.[CH3:14][C:15]1[C:16](=O)[C:17]([CH3:25])([CH3:24])[CH2:18][CH:19]2[C:23]=1[O:22][CH2:21][O:20]2.[O:27]1CCC[CH2:28]1, predict the reaction product. The product is: [CH2:25]=[CH:17][CH2:18][CH2:19][C:23]([OH:27])=[O:22].[CH3:14][C:15]1[C:16](=[CH2:28])[C:17]([CH3:25])([CH3:24])[CH2:18][CH:19]2[C:23]=1[O:22][CH2:21][O:20]2.